Dataset: Full USPTO retrosynthesis dataset with 1.9M reactions from patents (1976-2016). Task: Predict the reactants needed to synthesize the given product. Given the product [CH3:1][CH:2]([CH:4]1[C:13](=[O:14])[NH:7][C:8]2[CH:18]=[CH:17][CH:16]=[CH:15][C:9]=2[CH2:10][CH2:11]1)[CH3:3], predict the reactants needed to synthesize it. The reactants are: [CH3:1][C:2]([O-])([CH3:4])[CH3:3].[K+].[NH:7]1[C:13](=[O:14])C[CH2:11][CH2:10][C:9]2[CH:15]=[CH:16][CH:17]=[CH:18][C:8]1=2.BrCCC.